This data is from Full USPTO retrosynthesis dataset with 1.9M reactions from patents (1976-2016). The task is: Predict the reactants needed to synthesize the given product. (1) Given the product [OH:24][CH2:25][C:26]1([O:29][CH2:28][C@@H:26]([OH:27])[C@@H:25]([OH:24])[C@H:28]1[OH:29])[OH:27], predict the reactants needed to synthesize it. The reactants are: S([O-])([O-])(=O)=O.[Al+3].S([O-])([O-])(=O)=O.S([O-])([O-])(=O)=O.[Al+3].Cl.S([O-])([O-])(=O)=O.[OH:24][CH2:25][CH:26]([CH2:28][OH:29])[OH:27]. (2) Given the product [F:1][C:2]1[CH:7]=[CH:6][CH:5]=[CH:4][C:3]=1[NH:8][C:9]1[N:17]=[CH:16][CH:15]=[CH:14][C:10]=1[C:11]([NH:19][C:20]([CH3:25])([CH2:23][CH3:24])[C:21]#[CH:22])=[O:13], predict the reactants needed to synthesize it. The reactants are: [F:1][C:2]1[CH:7]=[CH:6][CH:5]=[CH:4][C:3]=1[NH:8][C:9]1[N:17]=[CH:16][CH:15]=[CH:14][C:10]=1[C:11]([OH:13])=O.Cl.[NH2:19][C:20]([CH3:25])([CH2:23][CH3:24])[C:21]#[CH:22].C1C=CC2N(O)N=NC=2C=1.CCN=C=NCCCN(C)C.CCN(C(C)C)C(C)C. (3) Given the product [C:2]1([CH3:37])[CH:7]=[CH:6][C:5]([C:8]2[C:17](=[O:18])[C:16]3[C:11](=[CH:12][CH:13]=[N:14][C:15]=3[NH:19][CH2:20][CH2:21][C:22]3[CH:23]=[CH:24][CH:25]=[CH:28][CH:27]=3)[NH:10][CH:9]=2)=[CH:4][CH:3]=1, predict the reactants needed to synthesize it. The reactants are: Cl[C:2]1[CH:7]=[CH:6][C:5]([C:8]2[C:17](=[O:18])[C:16]3[C:11](=[CH:12][CH:13]=[N:14][C:15]=3[NH:19][C:20]3[CH:25]=[CH:24][CH:23]=[CH:22][C:21]=3Cl)[NH:10][CH:9]=2)=[CH:4][CH:3]=1.[CH2:27](N)[CH2:28]C1C=CC=CC=1.Cl[C:37]1C=CC=CC=1N. (4) Given the product [CH3:43][O:42][C:39]1[C:38]([CH3:44])=[CH:37][N:36]=[C:35]([CH2:34][N:23]2[C:4]3[C:3]4[C:25]([CH2:26][CH2:27][S:47][C:2]=4[N:7]=[C:6]([N:8]([C:9]([O:11][C:12]([CH3:14])([CH3:13])[CH3:15])=[O:10])[C:16]([O:18][C:19]([CH3:21])([CH3:22])[CH3:20])=[O:17])[N:5]=3)=[N:24]2)[C:40]=1[CH3:41], predict the reactants needed to synthesize it. The reactants are: Cl[C:2]1[N:7]=[C:6]([N:8]([C:16]([O:18][C:19]([CH3:22])([CH3:21])[CH3:20])=[O:17])[C:9]([O:11][C:12]([CH3:15])([CH3:14])[CH3:13])=[O:10])[N:5]=[C:4]2[N:23]([CH2:34][C:35]3[C:40]([CH3:41])=[C:39]([O:42][CH3:43])[C:38]([CH3:44])=[CH:37][N:36]=3)[N:24]=[C:25]([CH2:26][CH:27]3COC(C)(C)O3)[C:3]=12.C([O-])(=[S:47])C.[K+]. (5) Given the product [OH:15][B:10]1[C:9]2[CH:16]=[C:5]([C:2]([NH:1][C:73]([C:70]3[C:69]4[N:65]([CH:66]=[CH:67][CH:68]=4)[C:64]([C:61]4[CH2:60][C:59]([C:53]5[CH:54]=[C:55]([Cl:58])[C:56]([Cl:57])=[C:51]([Cl:50])[CH:52]=5)([C:76]([F:79])([F:77])[F:78])[O:63][N:62]=4)=[CH:72][CH:71]=3)=[O:74])([CH3:4])[CH3:3])[CH:6]=[CH:7][C:8]=2[C:12]([CH3:14])([CH3:13])[O:11]1, predict the reactants needed to synthesize it. The reactants are: [NH2:1][C:2]([C:5]1[CH:6]=[CH:7][C:8]2[C:12]([CH3:14])([CH3:13])[O:11][B:10]([OH:15])[C:9]=2[CH:16]=1)([CH3:4])[CH3:3].CN(C(ON1N=NC2C=CC=NC1=2)=[N+](C)C)C.F[P-](F)(F)(F)(F)F.CCN(C(C)C)C(C)C.[Cl:50][C:51]1[CH:52]=[C:53]([C:59]2([C:76]([F:79])([F:78])[F:77])[O:63][N:62]=[C:61]([C:64]3[N:65]4[C:69]([C:70]([C:73](O)=[O:74])=[CH:71][CH:72]=3)=[CH:68][CH:67]=[CH:66]4)[CH2:60]2)[CH:54]=[C:55]([Cl:58])[C:56]=1[Cl:57]. (6) Given the product [NH2:17][C:6]1[N:5]([C:22]2[C:23]([Cl:33])=[CH:24][C:25]([C:29]([F:32])([F:31])[F:30])=[CH:26][C:27]=2[Cl:28])[N:4]=[C:3]([C:1]#[N:2])[C:7]=1[N:8]([CH3:16])[S:9]([C:12]([F:13])([F:15])[F:14])(=[O:11])=[O:10], predict the reactants needed to synthesize it. The reactants are: [C:1]([C:3]1[C:7]([N:8]([CH3:16])[S:9]([C:12]([F:15])([F:14])[F:13])(=[O:11])=[O:10])=[C:6]([N:17]=CN(C)C)[N:5]([C:22]2[C:27]([Cl:28])=[CH:26][C:25]([C:29]([F:32])([F:31])[F:30])=[CH:24][C:23]=2[Cl:33])[N:4]=1)#[N:2].Cl. (7) The reactants are: C(C1C2C3=[C:18]4[C:13](=[CH:14][CH:15]=2)[CH:12]=[C:11]([CH:19]=[CH2:20])[CH:10]=[C:9]4[CH:8]=[CH:7]C3=CC=1)=C.[CH:21]1[C:26]([C:27]([O:29]O)=O)=[CH:25][CH:24]=[CH:23][CH:22]=1.[OH-:31].[Na+].[CH:33](Cl)(Cl)Cl. Given the product [O:31]1[CH2:15][CH:14]1[C:13]1[CH:18]=[C:9]2[C:10]3=[C:23]4[C:24]([CH:25]=[C:26]([CH:27]5[CH2:33][O:29]5)[CH:21]=[C:22]4[CH:7]=[CH:8]2)=[CH:20][CH:19]=[C:11]3[CH:12]=1, predict the reactants needed to synthesize it.